From a dataset of Retrosynthesis with 50K atom-mapped reactions and 10 reaction types from USPTO. Predict the reactants needed to synthesize the given product. (1) Given the product CCS(=O)(=O)Nc1ccc(-c2ncnc3cc(-c4ccc(F)cc4)sc23)cc1, predict the reactants needed to synthesize it. The reactants are: CCS(=O)(=O)Cl.Nc1ccc(-c2ncnc3cc(-c4ccc(F)cc4)sc23)cc1. (2) Given the product CCCC1(c2ccccc2)N=C(C)N(CC(=O)c2ccc(N)cc2F)C1=O, predict the reactants needed to synthesize it. The reactants are: CCCC1(c2ccccc2)N=C(C)N(CC(=O)c2ccc(NC(C)=O)cc2F)C1=O. (3) Given the product C=CCC(O)(CCNN(C)c1ccccc1)c1ccc(F)cc1, predict the reactants needed to synthesize it. The reactants are: C=CCC(O)(CCCl)c1ccc(F)cc1.CN(N)c1ccccc1.